From a dataset of Retrosynthesis with 50K atom-mapped reactions and 10 reaction types from USPTO. Predict the reactants needed to synthesize the given product. (1) Given the product CCn1c2c(c(=O)c3cc(C(C)C)ccc31)C(O)(c1ccccc1)c1ccccc1-2, predict the reactants needed to synthesize it. The reactants are: CCn1c2c(c(=O)c3cc(C(C)C)ccc31)C(=O)c1ccccc1-2.[Mg+]c1ccccc1. (2) Given the product CNC(=O)C1CC(=O)N(c2ccc(/C=C/c3ccc(OC)cc3)cc2)C1, predict the reactants needed to synthesize it. The reactants are: CN.COC(=O)C1CC(=O)N(c2ccc(/C=C/c3ccc(OC)cc3)cc2)C1. (3) Given the product NC(=O)Cc1ccc2c(c1)Cc1c-2[nH]c(=O)c2nccn12, predict the reactants needed to synthesize it. The reactants are: CN(C)C=O.O=C(O)Cc1ccc2c(c1)Cc1c-2[nH]c(=O)c2nccn12. (4) Given the product CC(C)N(CC(=O)c1ccc(F)cc1)c1ccccc1, predict the reactants needed to synthesize it. The reactants are: CC(C)Nc1ccccc1.O=C(CCl)c1ccc(F)cc1. (5) The reactants are: CNC(=O)[C@H](Cc1ccccc1)NC(=O)[C@H](CCCCNC(=O)C(F)(F)F)NC(=O)OC(C)(C)C. Given the product CNC(=O)[C@H](Cc1ccccc1)NC(=O)[C@@H](N)CCCCNC(=O)C(F)(F)F, predict the reactants needed to synthesize it. (6) Given the product CCC1Cc2cc(OC(C)C)c(OC)cc2-c2cc(=O)c(C(=O)O)cn21, predict the reactants needed to synthesize it. The reactants are: CCOC(=O)c1cn2c(cc1=O)-c1cc(OC)c(OC(C)C)cc1CC2CC. (7) The reactants are: O=C(Cl)CCl.O=C1Nc2cc(Br)c(Br)cc2Nc2ncccc21. Given the product O=C1Nc2cc(Br)c(Br)cc2N(C(=O)CCl)c2ncccc21, predict the reactants needed to synthesize it. (8) Given the product CC(C)(C)OC(=O)N1[C@H](C(=O)NC2CCCCC2)C[C@H]2C[C@H]21, predict the reactants needed to synthesize it. The reactants are: CC(C)(C)OC(=O)N1[C@H](C(=O)O)C[C@H]2C[C@H]21.NC1CCCCC1. (9) Given the product CN(C)C1CCN(S(=O)(=O)c2ccc(Nc3ccnc4cc(Cl)ccc34)cc2)CC1, predict the reactants needed to synthesize it. The reactants are: CN(C)C1CCNCC1.O=S(=O)(Cl)c1ccc(Nc2ccnc3cc(Cl)ccc23)cc1.